From a dataset of Forward reaction prediction with 1.9M reactions from USPTO patents (1976-2016). Predict the product of the given reaction. (1) Given the reactants I[Si](C)(C)C.C[O:7][CH2:8][CH2:9][N:10]1[C:14]([CH2:15][CH2:16][C:17]2[N:27]=[C:20]3[C:21]([CH3:26])=[N:22][CH:23]=[C:24]([CH3:25])[N:19]3[N:18]=2)=[N:13][C:12]([C:28]2[CH:33]=[CH:32][CH:31]=[CH:30][CH:29]=2)=[N:11]1.CO.S([O-])([O-])=O.[Na+].[Na+], predict the reaction product. The product is: [CH3:25][C:24]1[N:19]2[N:18]=[C:17]([CH2:16][CH2:15][C:14]3[N:10]([CH2:9][CH2:8][OH:7])[N:11]=[C:12]([C:28]4[CH:33]=[CH:32][CH:31]=[CH:30][CH:29]=4)[N:13]=3)[N:27]=[C:20]2[C:21]([CH3:26])=[N:22][CH:23]=1. (2) Given the reactants C(O[C:6]([N:8]1[CH2:12][CH2:11][CH2:10][CH:9]1[CH2:13][O:14][CH:15]1[CH2:20][CH2:19][CH:18]([C:21]([O:23][CH3:24])=[O:22])[CH2:17][CH2:16]1)=[O:7])(C)(C)C.C(O)(C(F)(F)F)=[O:26].[CH:32]1[CH:33]=[CH:34][C:35]2N(O)N=[N:38][C:36]=2[CH:37]=1.C([N:44]([CH2:47]C)[CH2:45][CH3:46])C.CCN=C=N[CH2:54][CH2:55][CH2:56]N(C)C.[ClH:60].C1[CH2:65][O:64][CH2:63][CH2:62]1, predict the reaction product. The product is: [Cl:60][C:37]1[CH:32]=[CH:33][CH:34]=[CH:35][C:36]=1[NH:38][C:47](=[O:26])[NH:44][C:45]1[CH:46]=[CH:56][C:55]([CH2:54][C:6]([N:8]2[CH2:12][CH2:11][CH2:10][C@H:9]2[CH2:13][O:14][CH:15]2[CH2:16][CH2:17][CH:18]([C:21]([O:23][CH3:24])=[O:22])[CH2:19][CH2:20]2)=[O:7])=[CH:62][C:63]=1[O:64][CH3:65]. (3) Given the reactants C(O[C:4]([C:6]1[S:7][C:8]([C:19]2[CH:24]=[CH:23][CH:22]=[CH:21][CH:20]=2)=[C:9]([C:11]2[CH:16]=[CH:15][C:14]([O:17][CH3:18])=[CH:13][CH:12]=2)[N:10]=1)=[O:5])C.[CH:25]1([NH2:31])[CH2:30][CH2:29][CH2:28][CH2:27][CH2:26]1, predict the reaction product. The product is: [CH:25]1([NH:31][C:4]([C:6]2[S:7][C:8]([C:19]3[CH:20]=[CH:21][CH:22]=[CH:23][CH:24]=3)=[C:9]([C:11]3[CH:12]=[CH:13][C:14]([O:17][CH3:18])=[CH:15][CH:16]=3)[N:10]=2)=[O:5])[CH2:30][CH2:29][CH2:28][CH2:27][CH2:26]1. (4) Given the reactants [C:1]([O:5][C:6]([NH:8][C@H:9]([C:14]1[CH:19]=[CH:18][C:17]([OH:20])=[CH:16][CH:15]=1)[C:10]([O:12][CH3:13])=[O:11])=[O:7])([CH3:4])([CH3:3])[CH3:2].[CH3:21][CH:22]([CH2:25][CH2:26][CH3:27])[CH2:23]O.C1(P(C2C=CC=CC=2)C2C=CC=CC=2)C=CC=CC=1.CCOC(/N=N/C(OCC)=O)=O, predict the reaction product. The product is: [C:1]([O:5][C:6]([NH:8][C@H:9]([C:14]1[CH:19]=[CH:18][C:17]([O:20][CH2:21][CH:22]([CH3:23])[CH2:25][CH2:26][CH3:27])=[CH:16][CH:15]=1)[C:10]([O:12][CH3:13])=[O:11])=[O:7])([CH3:4])([CH3:2])[CH3:3]. (5) Given the reactants [Cl:1][C:2]1[CH:7]=[CH:6][CH:5]=[CH:4][C:3]=1[CH:8]([C:10]1[C:15]([Cl:16])=[N:14][C:13]([Cl:17])=[CH:12][N:11]=1)[OH:9], predict the reaction product. The product is: [Cl:1][C:2]1[CH:7]=[CH:6][CH:5]=[CH:4][C:3]=1[C:8]([C:10]1[C:15]([Cl:16])=[N:14][C:13]([Cl:17])=[CH:12][N:11]=1)=[O:9]. (6) Given the reactants [CH2:1]([O:3][C:4](=[O:29])[C@H:5]([O:26][CH2:27][CH3:28])[CH2:6][C:7]1[CH:12]=[CH:11][C:10]([O:13][C@H:14]([C:16]([O:18]CC2C=CC=CC=2)=[O:17])[CH3:15])=[CH:9][CH:8]=1)[CH3:2], predict the reaction product. The product is: [CH2:1]([O:3][C:4](=[O:29])[C@H:5]([O:26][CH2:27][CH3:28])[CH2:6][C:7]1[CH:12]=[CH:11][C:10]([O:13][C@H:14]([C:16]([OH:18])=[O:17])[CH3:15])=[CH:9][CH:8]=1)[CH3:2]. (7) The product is: [CH:15]1([CH2:21][C:22]([CH2:9][C:2]2[CH:3]=[C:4]([CH3:8])[CH:5]=[C:6]([CH3:7])[N:1]=2)([OH:36])[CH2:23][C:24]([C:27]2[CH:32]=[C:31]([F:33])[CH:30]=[CH:29][C:28]=2[O:34][CH3:35])([CH3:26])[CH3:25])[CH2:16][CH2:17][CH2:18][CH2:19][CH2:20]1. Given the reactants [N:1]1[C:6]([CH3:7])=[CH:5][C:4]([CH3:8])=[CH:3][C:2]=1[CH3:9].C([Li])(C)(C)C.[CH:15]1([CH2:21][C:22](=[O:36])[CH2:23][C:24]([C:27]2[CH:32]=[C:31]([F:33])[CH:30]=[CH:29][C:28]=2[O:34][CH3:35])([CH3:26])[CH3:25])[CH2:20][CH2:19][CH2:18][CH2:17][CH2:16]1, predict the reaction product. (8) Given the reactants [Al+3].[Cl-].[Cl-].[Cl-].C([N:12]1[C:20]2[C:15](=[CH:16][C:17]([Cl:21])=[CH:18][CH:19]=2)[CH:14]=[C:13]1[C:22](=[O:46])[CH:23]([CH2:35][C:36]1[CH:41]=[CH:40][C:39]([C:42]([CH3:45])([CH3:44])[CH3:43])=[CH:38][CH:37]=1)[CH2:24][C:25]1[CH:34]=[CH:33][C:28]([C:29]([O:31][CH3:32])=[O:30])=[CH:27][CH:26]=1)C1C=CC=CC=1.C1(OC)C=CC=CC=1, predict the reaction product. The product is: [C:42]([C:39]1[CH:38]=[CH:37][C:36]([CH2:35][CH:23]([C:22]([C:13]2[NH:12][C:20]3[C:15]([CH:14]=2)=[CH:16][C:17]([Cl:21])=[CH:18][CH:19]=3)=[O:46])[CH2:24][C:25]2[CH:26]=[CH:27][C:28]([C:29]([O:31][CH3:32])=[O:30])=[CH:33][CH:34]=2)=[CH:41][CH:40]=1)([CH3:45])([CH3:43])[CH3:44]. (9) Given the reactants [C:1]([CH2:3][C:4]([NH:6][C:7]1[CH:12]=[C:11]([O:13][CH3:14])[C:10]([Cl:15])=[CH:9][C:8]=1[Cl:16])=[O:5])#[N:2].[NH2:17][C:18]1[CH:22]=[CH:21][S:20][CH:19]=1.[CH2:23](OC(OCC)OCC)C, predict the reaction product. The product is: [C:1]([C:3](=[CH:23][NH:17][C:18]1[CH:22]=[CH:21][S:20][CH:19]=1)[C:4]([NH:6][C:7]1[CH:12]=[C:11]([O:13][CH3:14])[C:10]([Cl:15])=[CH:9][C:8]=1[Cl:16])=[O:5])#[N:2].